From a dataset of Full USPTO retrosynthesis dataset with 1.9M reactions from patents (1976-2016). Predict the reactants needed to synthesize the given product. Given the product [Cl:34][C:30]1[C:31]([F:33])=[CH:32][C:10]2[N:9]=[C:8]([CH:1]([O:61][CH3:60])[C:35]3[CH:36]=[CH:37][CH:38]=[CH:39][CH:40]=3)[N:12]([CH:13]([CH2:49][CH:46]3[CH2:47][CH2:48][S:43][CH2:44][CH2:45]3)[C:14]([NH:16][CH:17]3[CH2:21][CH2:20][CH2:19][CH2:18]3)=[O:15])[C:11]=2[CH:29]=1, predict the reactants needed to synthesize it. The reactants are: [CH2:1]([C:8]1[N:12]([CH:13](C2CCCCC2)[C:14]([NH:16][CH:17]2C[CH2:21][CH2:20][CH2:19][CH2:18]2)=[O:15])[C:11]2[CH:29]=[C:30]([Cl:34])[C:31]([F:33])=[CH:32][C:10]=2[N:9]=1)C1C=CC=CC=1.[CH:35]1(C=O)[CH2:40][CH2:39][CH2:38][CH2:37][CH2:36]1.[S:43]1[CH2:48][CH2:47][CH:46]([CH2:49]C=O)[CH2:45][CH2:44]1.ClC1C=C(C[C:60](O)=[O:61])C=CC=1.COC(C1C=CC=CC=1)C(O)=O.C1([N+]#[C-])CCCCC1.C1([N+]#[C-])CCCC1.